Dataset: Full USPTO retrosynthesis dataset with 1.9M reactions from patents (1976-2016). Task: Predict the reactants needed to synthesize the given product. (1) Given the product [CH2:32]([N:31]([CH2:25][CH2:26][CH2:27][CH2:28][CH2:29][CH3:30])[C:19]([C:10]1[C:9](=[O:24])[N:8]([CH2:1][C:2]2[CH:7]=[CH:6][CH:5]=[CH:4][CH:3]=2)[C:17]2[C:12]([C:11]=1[OH:18])=[CH:13][CH:14]=[CH:15][CH:16]=2)=[O:21])[CH2:33][CH2:34][CH2:35][CH2:36][CH3:37], predict the reactants needed to synthesize it. The reactants are: [CH2:1]([N:8]1[C:17]2[C:12](=[CH:13][CH:14]=[CH:15][CH:16]=2)[C:11]([OH:18])=[C:10]([C:19]([O:21]CC)=O)[C:9]1=[O:24])[C:2]1[CH:7]=[CH:6][CH:5]=[CH:4][CH:3]=1.[CH2:25]([NH:31][CH2:32][CH2:33][CH2:34][CH2:35][CH2:36][CH3:37])[CH2:26][CH2:27][CH2:28][CH2:29][CH3:30].Cl. (2) Given the product [NH2:1][C:2]1[CH:3]=[C:4]([CH:15]=[CH:16][C:17]=1[F:18])[O:5][C:6]1[CH:7]=[CH:8][C:9]([CH2:12][OH:13])=[N:10][CH:11]=1, predict the reactants needed to synthesize it. The reactants are: [NH2:1][C:2]1[CH:3]=[C:4]([CH:15]=[CH:16][C:17]=1[F:18])[O:5][C:6]1[CH:7]=[CH:8][C:9]([C:12](O)=[O:13])=[N:10][CH:11]=1.B. (3) Given the product [F:1][C:2]1[CH:7]=[CH:6][CH:5]=[CH:4][C:3]=1[C:8]1[C:16]2[C:11](=[CH:12][N:13]=[C:14]([C:17]3[NH:21][CH:20]=[N:19][CH:18]=3)[CH:15]=2)[NH:10][N:9]=1, predict the reactants needed to synthesize it. The reactants are: [F:1][C:2]1[CH:7]=[CH:6][CH:5]=[CH:4][C:3]=1[C:8]1[C:16]2[C:11](=[CH:12][N:13]=[C:14]([C:17]3[N:21](C4CCCCO4)[CH:20]=[N:19][CH:18]=3)[CH:15]=2)[N:10](C2CCCCO2)[N:9]=1.O1CCOCC1.Cl.